From a dataset of Full USPTO retrosynthesis dataset with 1.9M reactions from patents (1976-2016). Predict the reactants needed to synthesize the given product. (1) Given the product [N+:17]([C:8]1[C:9]2[C:14](=[CH:13][CH:12]=[CH:11][CH:10]=2)[CH:15]=[CH:16][C:7]=1[NH:22][C:23]1[CH:24]=[CH:25][C:26]([NH:29][C:30](=[O:36])[O:31][C:32]([CH3:34])([CH3:33])[CH3:35])=[CH:27][CH:28]=1)([O-:19])=[O:18], predict the reactants needed to synthesize it. The reactants are: FC(F)(F)S(O[C:7]1[CH:16]=[CH:15][C:14]2[C:9](=[CH:10][CH:11]=[CH:12][CH:13]=2)[C:8]=1[N+:17]([O-:19])=[O:18])(=O)=O.[NH2:22][C:23]1[CH:28]=[CH:27][C:26]([NH:29][C:30](=[O:36])[O:31][C:32]([CH3:35])([CH3:34])[CH3:33])=[CH:25][CH:24]=1.C1(P(C2C=CC=CC=2)C2C=CC=CC=2)C=CC=CC=1.C(=O)([O-])[O-].[K+].[K+]. (2) The reactants are: Cl[C:2]1[N:7]=[C:6]([C:8]2[C:13]([C:14]([O:16][CH3:17])=[O:15])=[CH:12][CH:11]=[CH:10][N:9]=2)[CH:5]=[CH:4][CH:3]=1.[Cl:18][C:19]1[CH:24]=[CH:23][C:22](B(O)O)=[CH:21][CH:20]=1.C([O-])([O-])=O.[K+].[K+].O. Given the product [Cl:18][C:19]1[CH:24]=[CH:23][C:22]([C:2]2[N:7]=[C:6]([C:8]3[C:13]([C:14]([O:16][CH3:17])=[O:15])=[CH:12][CH:11]=[CH:10][N:9]=3)[CH:5]=[CH:4][CH:3]=2)=[CH:21][CH:20]=1, predict the reactants needed to synthesize it. (3) Given the product [C:4]([C:5]1[CH:10]=[CH:9][C:8]([C-:11]2[CH:15]=[CH:14][CH:13]=[CH:12]2)=[CH:7][CH:6]=1)#[CH:3].[CH-:18]1[CH:22]=[CH:21][CH:20]=[CH:19]1.[Fe+2:23], predict the reactants needed to synthesize it. The reactants are: C[Si](C)(C)[C:3]#[C:4][C:5]1[CH:10]=[CH:9][C:8]([C-:11]2[CH:15]=[CH:14][CH:13]=[CH:12]2)=[CH:7][CH:6]=1.[CH-:18]1[CH:22]=[CH:21][CH:20]=[CH:19]1.[Fe+2:23].C([O-])([O-])=O.[K+].[K+].